Predict the reactants needed to synthesize the given product. From a dataset of Full USPTO retrosynthesis dataset with 1.9M reactions from patents (1976-2016). (1) Given the product [C:13]([C:16]1[CH:17]=[CH:18][C:19]([O:20][C@H:21]2[CH2:26][CH2:25][C@H:24]([N:27]3[C:32](=[O:33])[C:31]([CH2:34][C:35]4[CH:40]=[CH:39][C:38]([C:41]5[CH:46]=[CH:45][CH:44]=[CH:43][C:42]=5[C:47]5[NH:3][C:4](=[O:7])[O:5][N:48]=5)=[CH:37][CH:36]=4)=[C:30]([CH2:49][CH2:50][CH3:51])[N:29]4[N:52]=[CH:53][N:54]=[C:28]34)[CH2:23][CH2:22]2)=[CH:55][CH:56]=1)(=[O:15])[CH3:14], predict the reactants needed to synthesize it. The reactants are: [Cl-].O[NH3+:3].[C:4](=[O:7])([O-])[OH:5].[Na+].CS(C)=O.[C:13]([C:16]1[CH:56]=[CH:55][C:19]([O:20][C@H:21]2[CH2:26][CH2:25][C@H:24]([N:27]3[C:32](=[O:33])[C:31]([CH2:34][C:35]4[CH:40]=[CH:39][C:38]([C:41]5[C:42]([C:47]#[N:48])=[CH:43][CH:44]=[CH:45][CH:46]=5)=[CH:37][CH:36]=4)=[C:30]([CH2:49][CH2:50][CH3:51])[N:29]4[N:52]=[CH:53][N:54]=[C:28]34)[CH2:23][CH2:22]2)=[CH:18][CH:17]=1)(=[O:15])[CH3:14]. (2) Given the product [CH2:1]([N:3]([CH2:4][CH3:5])[C:58]([C:46]1[C:45](=[O:61])[C:44]([C:42]([O:41][CH2:39][CH3:40])=[O:43])=[CH:49][N:48]([CH2:50][C:51]2[CH:56]=[CH:55][C:54]([F:57])=[CH:53][CH:52]=2)[CH:47]=1)=[O:59])[CH3:2], predict the reactants needed to synthesize it. The reactants are: [CH2:1]([NH:3][CH2:4][CH3:5])[CH3:2].F[P-](F)(F)(F)(F)F.N1(O[P+](N2CCCC2)(N2CCCC2)N2CCCC2)C2C=CC=CC=2N=N1.[CH2:39]([O:41][C:42]([C:44]1[C:45](=[O:61])[C:46]([C:58](O)=[O:59])=[CH:47][N:48]([CH2:50][C:51]2[CH:56]=[CH:55][C:54]([F:57])=[CH:53][CH:52]=2)[CH:49]=1)=[O:43])[CH3:40]. (3) Given the product [CH2:15]([O:22][C:23]1[CH:31]=[C:30]([O:32][CH2:33][C:34]2[CH:39]=[CH:38][CH:37]=[CH:36][CH:35]=2)[C:29]([Br:40])=[CH:28][C:24]=1[C:25]([NH:1][C:2]1[CH:7]=[CH:6][CH:5]=[CH:4][C:3]=1[CH3:8])=[O:26])[C:16]1[CH:17]=[CH:18][CH:19]=[CH:20][CH:21]=1, predict the reactants needed to synthesize it. The reactants are: [NH2:1][C:2]1[C:3]([CH3:8])=[CH:4][CH:5]=[CH:6][CH:7]=1.N1C=CC=CC=1.[CH2:15]([O:22][C:23]1[CH:31]=[C:30]([O:32][CH2:33][C:34]2[CH:39]=[CH:38][CH:37]=[CH:36][CH:35]=2)[C:29]([Br:40])=[CH:28][C:24]=1[C:25](Cl)=[O:26])[C:16]1[CH:21]=[CH:20][CH:19]=[CH:18][CH:17]=1.